Dataset: Forward reaction prediction with 1.9M reactions from USPTO patents (1976-2016). Task: Predict the product of the given reaction. (1) The product is: [CH2:1]([C:3]1[CH:4]=[CH:5][C:6]([C:9]2[C:17]3[C:12](=[N:13][CH:14]=[CH:15][C:16]=3[O:18][CH2:19][CH2:20][CH2:21][O:22][CH2:30][C:31]([O:33][C:34]([CH3:37])([CH3:36])[CH3:35])=[O:32])[O:11][C:10]=2[C:23]2[CH:24]=[CH:25][CH:26]=[CH:27][CH:28]=2)=[CH:7][CH:8]=1)[CH3:2]. Given the reactants [CH2:1]([C:3]1[CH:8]=[CH:7][C:6]([C:9]2[C:17]3[C:12](=[N:13][CH:14]=[CH:15][C:16]=3[O:18][CH2:19][CH2:20][CH2:21][OH:22])[O:11][C:10]=2[C:23]2[CH:28]=[CH:27][CH:26]=[CH:25][CH:24]=2)=[CH:5][CH:4]=1)[CH3:2].Br[CH2:30][C:31]([O:33][C:34]([CH3:37])([CH3:36])[CH3:35])=[O:32].O.Cl, predict the reaction product. (2) The product is: [Br:2][C:3]1[CH:8]=[C:7]2[C:6](=[CH:5][CH:4]=1)[NH:9][CH:17]1[C:12]2([CH3:11])[CH2:13][CH2:14][CH2:15][CH2:16]1. Given the reactants Cl.[Br:2][C:3]1[CH:8]=[CH:7][C:6]([NH:9]N)=[CH:5][CH:4]=1.[CH3:11][CH:12]1[CH2:17][CH2:16][CH2:15][CH2:14][C:13]1=O, predict the reaction product. (3) Given the reactants [N:1]1[CH:6]=[CH:5][N:4]=[C:3]2[S:7][C:8](C(O)=O)=[CH:9][C:2]=12.C([N:15]([CH2:18]C)CC)C.C1C=CC(P(N=[N+]=[N-])(C2C=CC=CC=2)=[O:27])=CC=1.[C:37]([OH:41])([CH3:40])([CH3:39])[CH3:38], predict the reaction product. The product is: [N:1]1[CH:6]=[CH:5][N:4]=[C:3]2[S:7][C:8]([NH:15][C:18](=[O:27])[O:41][C:37]([CH3:40])([CH3:39])[CH3:38])=[CH:9][C:2]=12. (4) Given the reactants FC(F)(F)C(O)=O.C(OC([NH:15][C:16]1[CH:21]=[CH:20][CH:19]=[CH:18][C:17]=1[C:22]1[CH:31]=[CH:30][C:29]2[NH:28][C:27](=[O:32])[C:26]3[NH:33][CH:34]=[CH:35][C:25]=3[C:24]=2[CH:23]=1)=O)(C)(C)C.[CH2:36]([C:38]([O-:40])=[O:39])[CH3:37], predict the reaction product. The product is: [NH2:15][C:16]1[CH:21]=[CH:20][CH:19]=[CH:18][C:17]=1[C:22]1[CH:31]=[CH:30][C:29]2[NH:28][C:27](=[O:32])[C:26]3[NH:33][CH:34]=[CH:35][C:25]=3[C:24]=2[CH:23]=1.[CH2:36]([C:38]([O-:40])=[O:39])[CH3:37]. (5) Given the reactants [C:1]([CH:3]=[CH:4][NH:5][CH:6]([C:12]([O:14][CH2:15][CH3:16])=[O:13])C(OCC)=O)#[N:2].C(O)(=O)C, predict the reaction product. The product is: [NH2:2][C:1]1[CH:3]=[CH:4][NH:5][C:6]=1[C:12]([O:14][CH2:15][CH3:16])=[O:13]. (6) Given the reactants [CH3:1][NH:2][C:3]1[CH:10]=[CH:9][C:6]([CH:7]=[CH2:8])=[CH:5][CH:4]=1.[OH:11][CH2:12][CH2:13][O:14][C:15]1[C:20]([Br:21])=[CH:19][C:18](I)=[CH:17][N:16]=1, predict the reaction product. The product is: [Br:21][C:20]1[CH:19]=[C:18](/[CH:8]=[CH:7]/[C:6]2[CH:9]=[CH:10][C:3]([NH:2][CH3:1])=[CH:4][CH:5]=2)[CH:17]=[N:16][C:15]=1[O:14][CH2:13][CH2:12][OH:11]. (7) Given the reactants [Br-].[F:2][C:3]1[CH:10]=[CH:9][C:6]([CH2:7][Zn+])=[CH:5][CH:4]=1.Br[C:12]1[CH:21]=[CH:20][C:15]([C:16]([O:18][CH3:19])=[O:17])=[CH:14][C:13]=1[C:22]([O:24][CH3:25])=[O:23].Cl, predict the reaction product. The product is: [F:2][C:3]1[CH:10]=[CH:9][C:6]([CH2:7][C:20]2[CH:21]=[CH:12][C:13]([C:22]([O:24][CH3:25])=[O:23])=[CH:14][C:15]=2[C:16]([O:18][CH3:19])=[O:17])=[CH:5][CH:4]=1. (8) Given the reactants [Br:1][C:2]1[C:3]([F:13])=[C:4]2[C:9](=[CH:10][CH:11]=1)[N:8]=[C:7](O)[N:6]=[CH:5]2.P(Cl)(Cl)([Cl:16])=O, predict the reaction product. The product is: [Br:1][C:2]1[C:3]([F:13])=[C:4]2[C:9](=[CH:10][CH:11]=1)[N:8]=[C:7]([Cl:16])[N:6]=[CH:5]2.